Predict which catalyst facilitates the given reaction. From a dataset of Catalyst prediction with 721,799 reactions and 888 catalyst types from USPTO. Reactant: FC(F)(F)C(O)=O.[CH3:8][NH:9][C@H:10]([C:14]([NH:16][C@H:17]([C:21]([N:23]([C@@H:25]([C@@H:64]([CH3:67])[CH2:65][CH3:66])[C@H:26]([O:62][CH3:63])[CH2:27][C:28]([N:30]1[CH2:34][CH2:33][CH2:32][C@H:31]1[C@H:35]([O:60][CH3:61])[C@@H:36]([CH3:59])[C:37](=[O:58])[NH:38][C@@H:39]([C:47]1[O:48][C:49]([C:52]2[CH:57]=[CH:56][CH:55]=[CH:54][CH:53]=2)=[N:50][N:51]=1)[CH2:40][C:41]1[CH:46]=[CH:45][CH:44]=[CH:43][CH:42]=1)=[O:29])[CH3:24])=[O:22])[CH:18]([CH3:20])[CH3:19])=[O:15])[CH:11]([CH3:13])[CH3:12].O=[CH:69][CH2:70][CH2:71][C:72]([OH:74])=[O:73].C([BH3-])#N.[Na+].O1CCOCC1. Product: [C:72]([CH2:71][CH2:70][CH2:69][N:9]([CH3:8])[C@H:10]([C:14]([NH:16][C@H:17]([C:21]([N:23]([C@@H:25]([C@@H:64]([CH3:67])[CH2:65][CH3:66])[C@H:26]([O:62][CH3:63])[CH2:27][C:28]([N:30]1[CH2:34][CH2:33][CH2:32][C@H:31]1[C@H:35]([O:60][CH3:61])[C@@H:36]([CH3:59])[C:37](=[O:58])[NH:38][C@@H:39]([C:47]1[O:48][C:49]([C:52]2[CH:53]=[CH:54][CH:55]=[CH:56][CH:57]=2)=[N:50][N:51]=1)[CH2:40][C:41]1[CH:42]=[CH:43][CH:44]=[CH:45][CH:46]=1)=[O:29])[CH3:24])=[O:22])[CH:18]([CH3:20])[CH3:19])=[O:15])[CH:11]([CH3:12])[CH3:13])([OH:74])=[O:73]. The catalyst class is: 38.